Dataset: Catalyst prediction with 721,799 reactions and 888 catalyst types from USPTO. Task: Predict which catalyst facilitates the given reaction. Reactant: [C:1]([OH:13])(=[O:12])/[CH:2]=[CH:3]/[C:4]1[CH:11]=[CH:10][C:8]([OH:9])=[C:6]([OH:7])[CH:5]=1.[Br-].C([O-])([O-])=O.[K+].[K+]. Product: [CH2:3]([O:12][C:1](=[O:13])[CH:2]=[CH:3][C:4]1[CH:11]=[CH:10][C:8]([O:9][CH2:11][CH:4]=[CH2:5])=[C:6]([O:7][CH2:10][CH:8]=[CH2:6])[CH:5]=1)[CH:2]=[CH2:1]. The catalyst class is: 21.